From a dataset of Forward reaction prediction with 1.9M reactions from USPTO patents (1976-2016). Predict the product of the given reaction. (1) Given the reactants [C:1]([C:3]1[CH:23]=[CH:22][CH:21]=[CH:20][C:4]=1[O:5][C:6]1[CH:11]=[CH:10][C:9]([NH:12][CH2:13][C:14]2[CH:15]=[N:16][CH:17]=[CH:18][CH:19]=2)=[CH:8][CH:7]=1)#[N:2].[CH2:24]([S:26](Cl)(=[O:28])=[O:27])[CH3:25], predict the reaction product. The product is: [C:1]([C:3]1[CH:23]=[CH:22][CH:21]=[CH:20][C:4]=1[O:5][C:6]1[CH:7]=[CH:8][C:9]([N:12]([CH2:13][C:14]2[CH:15]=[N:16][CH:17]=[CH:18][CH:19]=2)[S:26]([CH2:24][CH3:25])(=[O:28])=[O:27])=[CH:10][CH:11]=1)#[N:2]. (2) Given the reactants [CH2:1]([Zn]CC)C.C1(C)C=CC=CC=1.ClCI.[CH3:16]/[C:17](=[CH:20]/[CH:21]([C:23]1[CH:28]=[CH:27][CH:26]=[CH:25][CH:24]=1)[CH3:22])/[CH2:18][OH:19].S(=O)(=O)(O)O, predict the reaction product. The product is: [CH3:16][C@:17]1([CH2:18][OH:19])[CH2:1][C@H:20]1[C@H:21]([C:23]1[CH:24]=[CH:25][CH:26]=[CH:27][CH:28]=1)[CH3:22]. (3) The product is: [C:1]([O:4][CH:5]([CH:7]1[CH2:12][CH2:11][CH2:10][CH2:9][CH2:8]1)[CH3:6])(=[O:3])[CH2:2][CH2:13][CH3:14]. Given the reactants [C:1]([O:4][CH:5]([CH:7]1[CH2:12][CH2:11][CH2:10][CH2:9][CH2:8]1)[CH3:6])(=[O:3])[CH3:2].[CH:13]1(C(O)C)CCCC[CH2:14]1, predict the reaction product. (4) Given the reactants [H-].[Na+].[F:3][CH:4]([F:7])[CH2:5][OH:6].C(S[C:12]1[N:13]([C:24]2[CH:29]=[CH:28][C:27]([O:30][CH2:31][C:32]([F:35])([F:34])[F:33])=[CH:26][CH:25]=2)[C:14](=[O:23])[C:15]2[CH:21]=[CH:20][C:19](=[O:22])[NH:18][C:16]=2[N:17]=1)CC.O, predict the reaction product. The product is: [F:3][CH:4]([F:7])[CH2:5][O:6][C:12]1[N:13]([C:24]2[CH:25]=[CH:26][C:27]([O:30][CH2:31][C:32]([F:35])([F:34])[F:33])=[CH:28][CH:29]=2)[C:14](=[O:23])[C:15]2[CH:21]=[CH:20][C:19](=[O:22])[NH:18][C:16]=2[N:17]=1. (5) Given the reactants [CH3:1][N:2]1[C:6]([CH2:7][C:8]#[N:9])=[CH:5][CH:4]=[N:3]1.[CH3:10][C:11](C)([O-])C.[K+].BrCCBr.[H-].[Na+], predict the reaction product. The product is: [CH3:1][N:2]1[C:6]([C:7]2([C:8]#[N:9])[CH2:11][CH2:10]2)=[CH:5][CH:4]=[N:3]1.